This data is from Full USPTO retrosynthesis dataset with 1.9M reactions from patents (1976-2016). The task is: Predict the reactants needed to synthesize the given product. (1) Given the product [F:20][C:17]1[CH:18]=[C:19]2[C:14](=[CH:15][CH:16]=1)[NH:13][CH:12]=[C:11]2[C:8]1[CH2:9][CH2:10][CH:5]([N:32]2[CH2:31][CH2:30][N:29]([C:24]3[CH:25]=[CH:26][CH:27]=[CH:28][C:23]=3[O:22][CH3:21])[CH2:34][CH2:33]2)[CH2:6][CH:7]=1, predict the reactants needed to synthesize it. The reactants are: O1[C:5]2([CH2:10][CH2:9][C:8]([C:11]3[C:19]4[C:14](=[CH:15][CH:16]=[C:17]([F:20])[CH:18]=4)[NH:13][CH:12]=3)=[CH:7][CH2:6]2)OCC1.[CH3:21][O:22][C:23]1[CH:28]=[CH:27][CH:26]=[CH:25][C:24]=1[N:29]1[CH2:34][CH2:33][N:32](C2CCC(=O)CC2)[CH2:31][CH2:30]1. (2) Given the product [ClH:56].[N:7]1[CH:8]=[CH:9][C:4]([CH2:3][N:28]([C@@H:29]([CH2:39][C:40]2[CH:45]=[CH:44][C:43]([OH:46])=[CH:42][CH:41]=2)[C:30]([N:32]([CH3:33])[CH2:34][CH2:35][CH:36]([CH3:38])[CH3:37])=[O:31])[C:23](=[O:24])[OH:25])=[CH:5][CH:6]=1, predict the reactants needed to synthesize it. The reactants are: C(=O)([O-])O[CH:3](C1C=CC([N+]([O-])=O)=CC=1)[C:4]1[CH:9]=[CH:8][N:7]=[CH:6][CH:5]=1.FC(F)(F)[C:23]([OH:25])=[O:24].[NH2:28][C@@H:29]([CH2:39][C:40]1[CH:45]=[CH:44][C:43]([OH:46])=[CH:42][CH:41]=1)[C:30]([N:32]([CH2:34][CH2:35][CH:36]([CH3:38])[CH3:37])[CH3:33])=[O:31].CCN(C(C)C)C(C)C.[ClH:56]. (3) Given the product [Cl:1][C:2]1[C:3]([F:12])=[C:4]([I:13])[C:5]([OH:11])=[C:6]([C:8](=[O:10])[CH3:9])[CH:7]=1, predict the reactants needed to synthesize it. The reactants are: [Cl:1][C:2]1[C:3]([F:12])=[CH:4][C:5]([OH:11])=[C:6]([C:8](=[O:10])[CH3:9])[CH:7]=1.[I:13]N1C(=O)CCC1=O.O.